From a dataset of Forward reaction prediction with 1.9M reactions from USPTO patents (1976-2016). Predict the product of the given reaction. (1) Given the reactants C[Al](C)C.[NH2:5][C:6]1[CH:25]=[C:24]([C:26]([NH2:28])=[O:27])[CH:23]=[CH:22][C:7]=1[O:8][C@H:9]1[CH2:14][CH2:13][CH2:12][N:11]([C:15]([O:17][C:18]([CH3:21])([CH3:20])[CH3:19])=[O:16])[CH2:10]1.[C:29](#[N:36])[C:30]1[CH:35]=[CH:34][CH:33]=[CH:32][CH:31]=1, predict the reaction product. The product is: [NH2:28][C:26]([C:24]1[CH:23]=[CH:22][C:7]([O:8][C@H:9]2[CH2:14][CH2:13][CH2:12][N:11]([C:15]([O:17][C:18]([CH3:21])([CH3:20])[CH3:19])=[O:16])[CH2:10]2)=[C:6]([NH:5][C:29](=[NH:36])[C:30]2[CH:35]=[CH:34][CH:33]=[CH:32][CH:31]=2)[CH:25]=1)=[O:27]. (2) Given the reactants [C:1]1([S:7]([N:10]2[C:18]3[C:13](=[CH:14][C:15]([F:19])=[CH:16][CH:17]=3)[CH:12]=[CH:11]2)(=[O:9])=[O:8])[CH:6]=[CH:5][CH:4]=[CH:3][CH:2]=1.[Li+].CC([N-]C(C)C)C.[Br:28]C#N, predict the reaction product. The product is: [C:1]1([S:7]([N:10]2[C:18]3[C:13](=[CH:14][C:15]([F:19])=[CH:16][CH:17]=3)[CH:12]=[C:11]2[Br:28])(=[O:9])=[O:8])[CH:2]=[CH:3][CH:4]=[CH:5][CH:6]=1. (3) Given the reactants O.NN.O=C1C2C(=CC=CC=2)[C:7](=[O:14])[N:6]1[O:15][CH:16]1[CH2:21][CH2:20][N:19]([CH:22]([C:25]2[CH:30]=[CH:29][C:28]([O:31][C:32]([F:35])([F:34])[F:33])=[CH:27][CH:26]=2)[C:23]#[N:24])[CH2:18][CH2:17]1.[F:36][C:37]1[CH:42]=[CH:41][C:40]([N:43]=C=O)=[CH:39][CH:38]=1, predict the reaction product. The product is: [C:23]([CH:22]([C:25]1[CH:26]=[CH:27][C:28]([O:31][C:32]([F:35])([F:33])[F:34])=[CH:29][CH:30]=1)[N:19]1[CH2:20][CH2:21][CH:16]([O:15][NH:6][C:7]([NH:43][C:40]2[CH:41]=[CH:42][C:37]([F:36])=[CH:38][CH:39]=2)=[O:14])[CH2:17][CH2:18]1)#[N:24]. (4) Given the reactants C([SiH](CC)CC)C.[CH3:8][N:9]([CH3:34])[C:10]([C:12]1[N:17]=[C:16]2[C:18]([CH2:22]O)=[C:19]([CH3:21])[NH:20][C:15]2=[C:14]([NH:24][CH2:25][C:26]2[C:31]([CH3:32])=[CH:30][CH:29]=[CH:28][C:27]=2[CH3:33])[CH:13]=1)=[O:11].[OH-].[Na+], predict the reaction product. The product is: [CH3:34][N:9]([CH3:8])[C:10]([C:12]1[N:17]=[C:16]2[C:18]([CH3:22])=[C:19]([CH3:21])[NH:20][C:15]2=[C:14]([NH:24][CH2:25][C:26]2[C:31]([CH3:32])=[CH:30][CH:29]=[CH:28][C:27]=2[CH3:33])[CH:13]=1)=[O:11]. (5) Given the reactants [C:1]([O:9][CH2:10][CH3:11])(=[O:8])[CH2:2][C:3]([O:5][CH2:6][CH3:7])=[O:4].[O-]CC.[Na+].[CH2:16]([C:23]1[CH:28]=[CH:27][N:26]=[C:25]([CH2:29]Cl)[CH:24]=1)[C:17]1[CH:22]=[CH:21][CH:20]=[CH:19][CH:18]=1, predict the reaction product. The product is: [CH2:16]([C:23]1[CH:28]=[CH:27][N:26]=[C:25]([CH2:29][CH:2]([C:3]([O:5][CH2:6][CH3:7])=[O:4])[C:1]([O:9][CH2:10][CH3:11])=[O:8])[CH:24]=1)[C:17]1[CH:18]=[CH:19][CH:20]=[CH:21][CH:22]=1. (6) Given the reactants Cl[C:2]1([C:19]2[CH:23]=[CH:22][S:21][CH:20]=2)[C:10]2[C:5](=[CH:6][CH:7]=[C:8]([C:11]3[C:12]([CH3:17])=[N:13][O:14][C:15]=3[CH3:16])[CH:9]=2)[NH:4][C:3]1=[O:18].CCN(C(C)C)C(C)C.[NH2:33][CH2:34][CH2:35][OH:36], predict the reaction product. The product is: [CH3:17][C:12]1[C:11]([C:8]2[CH:9]=[C:10]3[C:5](=[CH:6][CH:7]=2)[NH:4][C:3](=[O:18])[C:2]3([NH:33][CH2:34][CH2:35][OH:36])[C:19]2[CH:23]=[CH:22][S:21][CH:20]=2)=[C:15]([CH3:16])[O:14][N:13]=1. (7) Given the reactants Br[C:2]1[N:3]([CH2:9][O:10][CH2:11][CH2:12][Si:13]([CH3:16])([CH3:15])[CH3:14])[CH:4]=[C:5]([C:7]#[N:8])[N:6]=1.C([Mg]Cl)(C)C.Cl[C:23]([O:25][CH2:26][CH3:27])=[O:24].C(=O)=O.CC(C)=O, predict the reaction product. The product is: [CH2:26]([O:25][C:23]([C:2]1[N:3]([CH2:9][O:10][CH2:11][CH2:12][Si:13]([CH3:16])([CH3:15])[CH3:14])[CH:4]=[C:5]([C:7]#[N:8])[N:6]=1)=[O:24])[CH3:27]. (8) The product is: [Br:1][C:2]1[CH:7]=[CH:6][CH:5]=[CH:4][C:3]=1[O:14][CH2:9][C:10]([CH3:13])([CH3:12])[CH3:11]. Given the reactants [Br:1][C:2]1[CH:7]=[CH:6][CH:5]=[CH:4][C:3]=1I.[CH2:9]([OH:14])[C:10]([CH3:13])([CH3:12])[CH3:11].N1C2C(=CC=C3C=2N=CC=C3)C=CC=1.C(=O)([O-])[O-].[Cs+].[Cs+], predict the reaction product. (9) Given the reactants [C:1]([C:3]1[CH:4]=[C:5]([CH:9]=[CH:10][C:11]=1F)[C:6]([OH:8])=[O:7])#[N:2].O.[NH2:14][NH2:15], predict the reaction product. The product is: [NH2:2][C:1]1[C:3]2[C:11](=[CH:10][CH:9]=[C:5]([C:6]([OH:8])=[O:7])[CH:4]=2)[NH:15][N:14]=1. (10) Given the reactants OS(O)(=O)=O.[CH:6]1[C:15]2[C:10](=[CH:11][CH:12]=[CH:13][CH:14]=2)[CH:9]=[CH:8][N:7]=1.[Br:16]N1C(=O)CCC1=O.[NH4+].[OH-], predict the reaction product. The product is: [Br:16][C:11]1[CH:12]=[CH:13][CH:14]=[C:15]2[C:10]=1[CH:9]=[CH:8][N:7]=[CH:6]2.